This data is from Reaction yield outcomes from USPTO patents with 853,638 reactions. The task is: Predict the reaction yield, written as a fraction of the theoretical maximum amount of product (1.0 means a 100% yield; for example, 0.34 means a 34% yield). (1) The reactants are Br[C:2]1[N:3]=[C:4]2[C:10]([CH:11]=[O:12])=[CH:9][N:8]([CH2:13][O:14][CH2:15][CH2:16][Si:17]([CH3:20])([CH3:19])[CH3:18])[C:5]2=[N:6][CH:7]=1.[CH2:21]([N:23]1[CH:27]=[C:26](B2OC(C)(C)C(C)(C)O2)[CH:25]=[N:24]1)[CH3:22].C([O-])([O-])=O.[K+].[K+]. The catalyst is O.C1C=CC([P]([Pd]([P](C2C=CC=CC=2)(C2C=CC=CC=2)C2C=CC=CC=2)([P](C2C=CC=CC=2)(C2C=CC=CC=2)C2C=CC=CC=2)[P](C2C=CC=CC=2)(C2C=CC=CC=2)C2C=CC=CC=2)(C2C=CC=CC=2)C2C=CC=CC=2)=CC=1. The product is [CH2:21]([N:23]1[CH:27]=[C:26]([C:2]2[N:3]=[C:4]3[C:10]([CH:11]=[O:12])=[CH:9][N:8]([CH2:13][O:14][CH2:15][CH2:16][Si:17]([CH3:20])([CH3:19])[CH3:18])[C:5]3=[N:6][CH:7]=2)[CH:25]=[N:24]1)[CH3:22]. The yield is 0.810. (2) The reactants are [CH2:1]([O:8][CH2:9][C:10]([NH:12][NH2:13])=[O:11])[C:2]1[CH:7]=[CH:6][CH:5]=[CH:4][CH:3]=1.[CH:14](OC)(OC)OC.CC1C=CC(S(O)(=O)=O)=CC=1. No catalyst specified. The product is [CH2:1]([O:8][CH2:9][C:10]1[O:11][CH:14]=[N:13][N:12]=1)[C:2]1[CH:7]=[CH:6][CH:5]=[CH:4][CH:3]=1. The yield is 0.490.